Dataset: Reaction yield outcomes from USPTO patents with 853,638 reactions. Task: Predict the reaction yield, written as a fraction of the theoretical maximum amount of product (1.0 means a 100% yield; for example, 0.34 means a 34% yield). (1) The reactants are [CH2:1]([O:4][CH2:5][C:6]#[CH:7])[C:2]#[CH:3]. The catalyst is C(O)C.C1C=CC(P(C2C=CC=CC=2)C2C=CC=CC=2)=CC=1.C1C=CC(P(C2C=CC=CC=2)C2C=CC=CC=2)=CC=1.C1C=CC(P(C2C=CC=CC=2)C2C=CC=CC=2)=CC=1.[Cl-].[Rh]. The product is [CH2:1]1[C:2]2[C:6](=[CH:7][C:2]([CH2:1][OH:4])=[CH:3][CH:3]=2)[CH2:5][O:4]1. The yield is 0.600. (2) The reactants are [Br:1][CH2:2][C:3]([C:5]1[C:6](=[O:16])[O:7][C:8]2[C:13]([CH:14]=1)=[CH:12][CH:11]=[C:10]([F:15])[CH:9]=2)=O.[NH2:17][C:18]1[N:23]=[CH:22][CH:21]=[CH:20][N:19]=1. The catalyst is CCO.O. The product is [BrH:1].[F:15][C:10]1[CH:9]=[C:8]2[C:13]([CH:14]=[C:5]([C:3]3[N:17]=[C:18]4[N:23]=[CH:22][CH:21]=[CH:20][N:19]4[CH:2]=3)[C:6](=[O:16])[O:7]2)=[CH:12][CH:11]=1. The yield is 0.780. (3) The reactants are [N:1]1[CH:6]=[CH:5][CH:4]=[C:3]2C[C:8]3[CH:15]=[CH:14][CH:13]=[CH:12][C:9]=3[O:10][CH2:11][C:2]=12.[Cl:16]C1C=CC=C(C(OO)=O)C=1.[C:27](=[O:30])([O-])O.[Na+]. The catalyst is C(Cl)(Cl)Cl. The product is [Cl:16][C:6]1[N:1]=[C:2]2[CH2:11][O:10][C:9]3[CH:12]=[CH:13][CH:14]=[CH:15][C:8]=3[C:27](=[O:30])[C:3]2=[CH:4][CH:5]=1. The yield is 0.590. (4) The reactants are Br[C:2]1[C:13]([C:14]2[CH:19]=[CH:18][C:17]([C:20]3([NH:24][C:25](=[O:31])[O:26][C:27]([CH3:30])([CH3:29])[CH3:28])[CH2:23][CH2:22][CH2:21]3)=[CH:16][CH:15]=2)=[N:12][C:5]2[O:6][CH2:7][C:8](=[O:11])[N:9]([CH3:10])[C:4]=2[CH:3]=1.[N:32]1[CH:37]=[CH:36][CH:35]=[C:34](B(O)O)[CH:33]=1.C1(P(C2C=CC=CC=2)C2C=CC=CC=2)C=CC=CC=1.[F-].[Cs+]. The catalyst is COCCOC.C([O-])(=O)C.[Pd+2].C([O-])(=O)C. The product is [CH3:10][N:9]1[C:8](=[O:11])[CH2:7][O:6][C:5]2[N:12]=[C:13]([C:14]3[CH:19]=[CH:18][C:17]([C:20]4([NH:24][C:25](=[O:31])[O:26][C:27]([CH3:30])([CH3:29])[CH3:28])[CH2:23][CH2:22][CH2:21]4)=[CH:16][CH:15]=3)[C:2]([C:34]3[CH:33]=[N:32][CH:37]=[CH:36][CH:35]=3)=[CH:3][C:4]1=2. The yield is 0.210. (5) The reactants are ClC(Cl)(O[C:5](=[O:11])OC(Cl)(Cl)Cl)Cl.[CH2:13]([C:16]1([CH2:33][CH:34]=[CH2:35])[C:31](=[O:32])[N:19]2[CH2:20][CH2:21][NH:22][C@@H:23]([C:24]3[CH:29]=[CH:28][CH:27]=[CH:26][C:25]=3[CH3:30])[C@@H:18]2[CH2:17]1)[CH:14]=[CH2:15].[CH:36]([C:39]1[CH:40]=[C:41]([C@H:49]([NH:51][CH3:52])[CH3:50])[CH:42]=[C:43]([C:45]([F:48])([F:47])[F:46])[CH:44]=1)([CH3:38])[CH3:37]. The catalyst is CCOC(C)=O.CN(C1C=CN=CC=1)C. The product is [CH2:33]([C:16]1([CH2:13][CH:14]=[CH2:15])[C:31](=[O:32])[N:19]2[CH2:20][CH2:21][N:22]([C:5]([N:51]([C@@H:49]([C:41]3[CH:42]=[C:43]([C:45]([F:46])([F:47])[F:48])[CH:44]=[C:39]([CH:36]([CH3:38])[CH3:37])[CH:40]=3)[CH3:50])[CH3:52])=[O:11])[C@@H:23]([C:24]3[CH:29]=[CH:28][CH:27]=[CH:26][C:25]=3[CH3:30])[C@@H:18]2[CH2:17]1)[CH:34]=[CH2:35]. The yield is 0.360. (6) The catalyst is O1CCCC1. The reactants are [F:1][C:2]1[CH:7]=[CH:6][CH:5]=[CH:4][C:3]=1[N:8]1[CH:12]=[CH:11][C:10]([NH2:13])=[N:9]1.[F:14]N(S(C1C=CC=CC=1)(=O)=O)S(C1C=CC=CC=1)(=O)=O.CO. The yield is 0.0600. The product is [F:14][C:11]1[C:10]([NH2:13])=[N:9][N:8]([C:3]2[CH:4]=[CH:5][CH:6]=[CH:7][C:2]=2[F:1])[CH:12]=1. (7) The reactants are C(OC([N:11]1[CH2:16][CH2:15][N:14]([C:17]2[N:22]=[C:21]([N:23]3[CH2:28][CH2:27][CH:26]([CH3:29])[CH2:25][CH2:24]3)[C:20]([N+:30]([O-:32])=[O:31])=[CH:19][CH:18]=2)[CH2:13][CH2:12]1)=O)C1C=CC=CC=1.[BrH:33].CCOCC. The catalyst is CC(O)=O. The product is [BrH:33].[BrH:33].[CH3:29][CH:26]1[CH2:27][CH2:28][N:23]([C:21]2[C:20]([N+:30]([O-:32])=[O:31])=[CH:19][CH:18]=[C:17]([N:14]3[CH2:15][CH2:16][NH:11][CH2:12][CH2:13]3)[N:22]=2)[CH2:24][CH2:25]1. The yield is 0.770.